From a dataset of Reaction yield outcomes from USPTO patents with 853,638 reactions. Predict the reaction yield, written as a fraction of the theoretical maximum amount of product (1.0 means a 100% yield; for example, 0.34 means a 34% yield). (1) The reactants are C(OC([N:8]1[CH2:13][CH2:12][O:11][CH2:10][CH:9]1[CH2:14][O:15][C:16]([N:18]1[CH2:23][CH2:22][N:21]([C:24]2[CH:29]=[CH:28][C:27]([F:30])=[CH:26][CH:25]=2)[CH2:20][CH2:19]1)=[O:17])=O)(C)(C)C.C(O)(C(F)(F)F)=O. The catalyst is C(Cl)Cl. The product is [F:30][C:27]1[CH:28]=[CH:29][C:24]([N:21]2[CH2:20][CH2:19][N:18]([C:16]([O:15][CH2:14][CH:9]3[CH2:10][O:11][CH2:12][CH2:13][NH:8]3)=[O:17])[CH2:23][CH2:22]2)=[CH:25][CH:26]=1. The yield is 0.960. (2) The reactants are C[O:2][C:3](=[O:13])[C:4]1[CH:9]=[CH:8][C:7]([OH:10])=[C:6]([CH:11]=O)[CH:5]=1.[Cl:14][C:15]1[CH:16]=[C:17]([CH:20]=[CH:21][C:22]=1[Cl:23])[CH2:18]Br.C(=O)([O-])[O-].[K+].[K+]. The catalyst is CN(C=O)C. The product is [Cl:14][C:15]1[CH:16]=[C:17]([C:18]2[O:10][C:7]3[CH:8]=[CH:9][C:4]([C:3]([OH:2])=[O:13])=[CH:5][C:6]=3[CH:11]=2)[CH:20]=[CH:21][C:22]=1[Cl:23]. The yield is 0.300. (3) The reactants are [CH2:1]=O.Cl.[CH3:4][NH:5][CH3:6].[CH2:7]([N:9]1[CH:13]=[CH:12][CH:11]=[CH:10]1)[CH3:8]. The catalyst is [OH-].[Na+]. The product is [CH3:4][N:5]([CH2:1][C:10]1[N:9]([CH2:7][CH3:8])[CH:13]=[CH:12][CH:11]=1)[CH3:6]. The yield is 0.970. (4) The reactants are [CH3:1][C:2]1[CH:7]=[CH:6][N:5]=[CH:4][CH:3]=1.[Li]CCCC.Br[CH2:14][CH2:15][CH2:16][Cl:17].O. The catalyst is C1COCC1. The product is [Cl:17][CH2:16][CH2:15][CH2:14][CH2:1][C:2]1[CH:7]=[CH:6][N:5]=[CH:4][CH:3]=1. The yield is 0.976. (5) The reactants are Br[C:2]1[N:3]=[C:4]2[C:10]([CH:11]=[O:12])=[CH:9][N:8]([CH2:13][O:14][CH2:15][CH2:16][Si:17]([CH3:20])([CH3:19])[CH3:18])[C:5]2=[N:6][CH:7]=1.[C:21]([O:25][C:26](=[O:38])[NH:27][C@H:28]1[C:36]2[C:31](=[CH:32][CH:33]=[C:34]([OH:37])[CH:35]=2)[CH2:30][CH2:29]1)([CH3:24])([CH3:23])[CH3:22].C(P(C(C)(C)C)C1C=CC=CC=1C1C=CC=CC=1N(C)C)(C)(C)C.[O-]P([O-])([O-])=O.[K+].[K+].[K+]. The catalyst is C1(C)C=CC=CC=1.CC([O-])=O.CC([O-])=O.[Pd+2]. The product is [C:21]([O:25][C:26](=[O:38])[NH:27][C@H:28]1[C:36]2[C:31](=[CH:32][CH:33]=[C:34]([O:37][C:2]3[N:3]=[C:4]4[C:10]([CH:11]=[O:12])=[CH:9][N:8]([CH2:13][O:14][CH2:15][CH2:16][Si:17]([CH3:20])([CH3:19])[CH3:18])[C:5]4=[N:6][CH:7]=3)[CH:35]=2)[CH2:30][CH2:29]1)([CH3:24])([CH3:22])[CH3:23]. The yield is 0.270. (6) The reactants are [N:1]([CH:4]1[CH:9]=[C:8]([C:10]2[CH:15]=[CH:14][N:13]=[CH:12][C:11]=2[N+:16]([O-:18])=[O:17])[CH2:7][CH2:6][CH:5]1[OH:19])=[N+]=[N-].CP(C)C.C(=O)(O)[O-].[Na+].[CH3:29][C:30]([O:33][C:34](O[C:34]([O:33][C:30]([CH3:32])([CH3:31])[CH3:29])=[O:35])=[O:35])([CH3:32])[CH3:31]. The catalyst is N1C=CC=CC=1.[NH4+].[OH-].C1COCC1.C(OCC)(=O)C. The product is [OH:19][CH:5]1[CH:4]([NH:1][C:34](=[O:35])[O:33][C:30]([CH3:32])([CH3:31])[CH3:29])[CH:9]=[C:8]([C:10]2[CH:15]=[CH:14][N:13]=[CH:12][C:11]=2[N+:16]([O-:18])=[O:17])[CH2:7][CH2:6]1. The yield is 0.820. (7) The reactants are [C:1]1([S:7]([N:10]([CH2:20][C:21]2[CH:26]=[CH:25][CH:24]=[CH:23][CH:22]=2)[C:11]2[CH:12]=[C:13]([CH:17]=[CH:18][CH:19]=2)[C:14]([OH:16])=O)(=[O:9])=[O:8])[CH:6]=[CH:5][CH:4]=[CH:3][CH:2]=1.[NH2:27][C:28]1[CH:36]=[C:35]2[C:31]([CH:32]=[N:33][NH:34]2)=[CH:30][CH:29]=1.Cl.CN(C)CCCN=C=NCC.SC1SC2C=CC=CC=2N=1.C(N(CC)CC)C. The catalyst is C(#N)C. The product is [C:1]1([S:7]([N:10]([CH2:20][C:21]2[CH:26]=[CH:25][CH:24]=[CH:23][CH:22]=2)[C:11]2[CH:12]=[C:13]([CH:17]=[CH:18][CH:19]=2)[C:14]([NH:27][C:28]2[CH:36]=[C:35]3[C:31]([CH:32]=[N:33][NH:34]3)=[CH:30][CH:29]=2)=[O:16])(=[O:8])=[O:9])[CH:6]=[CH:5][CH:4]=[CH:3][CH:2]=1. The yield is 0.450. (8) The reactants are Br[C:2]1[CH:3]=[C:4]([C:14]([NH:16][CH2:17][C:18]2[C:19](=[O:26])[NH:20][C:21]([CH3:25])=[CH:22][C:23]=2[CH3:24])=[O:15])[C:5]2[CH:10]=[N:9][N:8]([CH:11]([CH3:13])[CH3:12])[C:6]=2[N:7]=1.[CH3:27][N:28]([CH3:50])[CH2:29][CH2:30][CH2:31][NH:32][C:33](=[O:49])[C:34]1[CH:39]=[CH:38][CH:37]=[C:36](B2OC(C)(C)C(C)(C)O2)[CH:35]=1.C([O-])([O-])=O.[Na+].[Na+].CCOC(C)=O. The catalyst is O1CCOCC1.O.C1C=CC([P]([Pd]([P](C2C=CC=CC=2)(C2C=CC=CC=2)C2C=CC=CC=2)([P](C2C=CC=CC=2)(C2C=CC=CC=2)C2C=CC=CC=2)[P](C2C=CC=CC=2)(C2C=CC=CC=2)C2C=CC=CC=2)(C2C=CC=CC=2)C2C=CC=CC=2)=CC=1. The product is [CH3:24][C:23]1[CH:22]=[C:21]([CH3:25])[NH:20][C:19](=[O:26])[C:18]=1[CH2:17][NH:16][C:14]([C:4]1[C:5]2[CH:10]=[N:9][N:8]([CH:11]([CH3:13])[CH3:12])[C:6]=2[N:7]=[C:2]([C:36]2[CH:37]=[CH:38][CH:39]=[C:34]([C:33](=[O:49])[NH:32][CH2:31][CH2:30][CH2:29][N:28]([CH3:50])[CH3:27])[CH:35]=2)[CH:3]=1)=[O:15]. The yield is 0.0900. (9) The reactants are C(OC(N1CCC([CH2:14][NH:15][C:16]2[N:21]3[N:22]=[CH:23][C:24]([Br:25])=[C:20]3[N:19]=[C:18]([C:26]3[CH:31]=[CH:30][CH:29]=[CH:28][C:27]=3[Cl:32])[CH:17]=2)CC1)=O)(C)(C)C.S(=O)(=O)(O)O.O1[CH2:43][CH2:42]OCC1. The catalyst is CO. The product is [Br:25][C:24]1[CH:23]=[N:22][N:21]2[C:16]([N:15]([CH:43]3[CH2:42][CH2:14][NH:15][CH2:16][CH2:17]3)[CH3:14])=[CH:17][C:18]([C:26]3[CH:31]=[CH:30][CH:29]=[CH:28][C:27]=3[Cl:32])=[N:19][C:20]=12. The yield is 0.880. (10) The reactants are [CH3:1][C:2]1[CH:7]=[C:6]([CH3:8])[C:5]([N+:9]([O-:11])=[O:10])=[CH:4][C:3]=1[NH2:12].[N:13]([O-])=O.[Na+]. The catalyst is C(O)(=O)C.O. The product is [CH3:8][C:6]1[CH:7]=[C:2]2[C:3](=[CH:4][C:5]=1[N+:9]([O-:11])=[O:10])[NH:12][N:13]=[CH:1]2. The yield is 0.900.